Task: Predict which catalyst facilitates the given reaction.. Dataset: Catalyst prediction with 721,799 reactions and 888 catalyst types from USPTO (1) Product: [CH2:1]([O:8][C:9]1[CH:14]=[CH:13][CH:12]=[CH:11][C:10]=1[C:15]1([NH2:45])[CH2:18][CH2:17][CH2:16]1)[C:2]1[CH:7]=[CH:6][CH:5]=[CH:4][CH:3]=1. Reactant: [CH2:1]([O:8][C:9]1[CH:14]=[CH:13][CH:12]=[CH:11][C:10]=1[C:15]1(C(N)=O)[CH2:18][CH2:17][CH2:16]1)[C:2]1[CH:7]=[CH:6][CH:5]=[CH:4][CH:3]=1.FC(F)(F)C(OI(C1C=CC=CC=1)OC(=O)C(F)(F)F)=O.C(#[N:45])C. The catalyst class is: 6. (2) Reactant: [N+:1]([C:4]1[CH:9]=[CH:8][C:7]([N:10]2[CH2:14][CH2:13][C@H:12]([NH:15][C:16](=[O:18])[CH3:17])[CH2:11]2)=[CH:6][CH:5]=1)([O-])=O. Product: [NH2:1][C:4]1[CH:5]=[CH:6][C:7]([N:10]2[CH2:14][CH2:13][C@H:12]([NH:15][C:16](=[O:18])[CH3:17])[CH2:11]2)=[CH:8][CH:9]=1. The catalyst class is: 14. (3) Reactant: Cl[C:2]1[N:3]=[N:4][C:5]([CH3:11])=[C:6]([CH3:10])[C:7]=1[C:8]#[N:9].[C:12]([O:16]C)(=[O:15])[CH2:13][SH:14].[OH-].[Na+:19]. Product: [NH2:9][C:8]1[C:7]2[C:6]([CH3:10])=[C:5]([CH3:11])[N:4]=[N:3][C:2]=2[S:14][C:13]=1[C:12]([O-:16])=[O:15].[Na+:19]. The catalyst class is: 5. (4) Reactant: [CH3:1][O:2][C:3]([C:5]1[C:13]2[N:12]=[C:11]([C:14](=[O:29])[NH:15][C:16]3[CH:21]=[CH:20][C:19]([N:22]4[CH2:27][CH2:26][O:25][CH2:24][C:23]4=[O:28])=[CH:18][CH:17]=3)[NH:10][C:9]=2[CH:8]=[CH:7][CH:6]=1)=[O:4].C([O-])([O-])=O.[K+].[K+].Br[CH2:37][C:38]([NH:40][C:41]1[CH:46]=[CH:45][C:44]([Cl:47])=[CH:43][N:42]=1)=[O:39]. Product: [CH3:1][O:2][C:3]([C:5]1[C:13]2[N:12]=[C:11]([C:14](=[O:29])[NH:15][C:16]3[CH:17]=[CH:18][C:19]([N:22]4[CH2:27][CH2:26][O:25][CH2:24][C:23]4=[O:28])=[CH:20][CH:21]=3)[N:10]([CH2:37][C:38](=[O:39])[NH:40][C:41]3[CH:46]=[CH:45][C:44]([Cl:47])=[CH:43][N:42]=3)[C:9]=2[CH:8]=[CH:7][CH:6]=1)=[O:4]. The catalyst class is: 575. (5) Reactant: [CH:1]([O:4][C:5]([N:7]1[CH:12]([CH2:13][CH3:14])[CH2:11][CH:10]([N:15]([CH2:18][C:19]2[CH:24]=[C:23]([C:25]([F:28])([F:27])[F:26])[CH:22]=[C:21]([C:29]([F:32])([F:31])[F:30])[CH:20]=2)[C:16]#[N:17])[CH2:9][CH:8]1[CH2:33][CH3:34])=[O:6])([CH3:3])[CH3:2].[Cl-].[NH4+].[N-:37]=[N+:38]=[N-:39].[Na+].O. Product: [CH:1]([O:4][C:5]([N:7]1[CH:8]([CH2:33][CH3:34])[CH2:9][CH:10]([N:15]([CH2:18][C:19]2[CH:20]=[C:21]([C:29]([F:32])([F:30])[F:31])[CH:22]=[C:23]([C:25]([F:28])([F:26])[F:27])[CH:24]=2)[C:16]2[N:37]=[N:38][NH:39][N:17]=2)[CH2:11][CH:12]1[CH2:13][CH3:14])=[O:6])([CH3:3])[CH3:2]. The catalyst class is: 3. (6) Reactant: C([O:8][C:9]1[C:17]2[N:16]=[C:15]([CH3:18])[N:14]([CH3:19])[C:13]=2[CH:12]=[CH:11][CH:10]=1)C1C=CC=CC=1.[H][H]. Product: [CH3:19][N:14]1[C:13]2[CH2:12][CH2:11][CH2:10][C:9](=[O:8])[C:17]=2[N:16]=[C:15]1[CH3:18]. The catalyst class is: 43.